This data is from CYP2C19 inhibition data for predicting drug metabolism from PubChem BioAssay. The task is: Regression/Classification. Given a drug SMILES string, predict its absorption, distribution, metabolism, or excretion properties. Task type varies by dataset: regression for continuous measurements (e.g., permeability, clearance, half-life) or binary classification for categorical outcomes (e.g., BBB penetration, CYP inhibition). Dataset: cyp2c19_veith. (1) The drug is S=C(Nc1ccc(Cl)cc1Cl)NC1CCCCC1. The result is 1 (inhibitor). (2) The molecule is COc1cc(/C=C(\C#N)C(=O)c2ccc(O)c(O)c2)cc(I)c1O. The result is 0 (non-inhibitor).